This data is from Catalyst prediction with 721,799 reactions and 888 catalyst types from USPTO. The task is: Predict which catalyst facilitates the given reaction. (1) Reactant: [C:1]([C:3]1[CH:4]=[C:5]([N:9]2[C:18]3[C:13](=[CH:14][CH:15]=[CH:16][N:17]=3)[C:12](O)=[C:11]([C:20](=O)[CH2:21][C:22]3[CH:27]=[CH:26][CH:25]=[CH:24][CH:23]=3)[C:10]2=[O:29])[CH:6]=[CH:7][CH:8]=1)#[N:2].O.[NH2:31][NH2:32].O. Product: [CH2:21]([C:20]1[C:11]2[C:10](=[O:29])[N:9]([C:5]3[CH:6]=[CH:7][CH:8]=[C:3]([C:1]#[N:2])[CH:4]=3)[C:18]3[N:17]=[CH:16][CH:15]=[CH:14][C:13]=3[C:12]=2[NH:32][N:31]=1)[C:22]1[CH:27]=[CH:26][CH:25]=[CH:24][CH:23]=1. The catalyst class is: 3. (2) Reactant: [SH:1][C:2]1[NH:3][CH:4]=[C:5]([CH2:7][C:8]2[CH:13]=[CH:12][CH:11]=[CH:10][CH:9]=2)[N:6]=1.C([O-])([O-])=O.[K+].[K+].[CH2:20](Br)[C:21]1[CH:26]=[CH:25][CH:24]=[CH:23][CH:22]=1. Product: [CH2:20]([S:1][C:2]1[NH:3][CH:4]=[C:5]([CH2:7][C:8]2[CH:9]=[CH:10][CH:11]=[CH:12][CH:13]=2)[N:6]=1)[C:21]1[CH:26]=[CH:25][CH:24]=[CH:23][CH:22]=1. The catalyst class is: 3. (3) Reactant: C[O:2][C:3]1[CH:4]=[C:5]2[C:9](=[CH:10][C:11]=1[C:12]([F:15])([F:14])[F:13])[NH:8][CH2:7][CH2:6]2.I[Si](C)(C)C.CO. Product: [OH:2][C:3]1[CH:4]=[C:5]2[C:9](=[CH:10][C:11]=1[C:12]([F:15])([F:13])[F:14])[NH:8][CH2:7][CH2:6]2. The catalyst class is: 22. (4) Reactant: [NH2:1][C:2]1[CH:7]=[CH:6][C:5]([CH3:8])=[CH:4][C:3]=1[NH:9][CH:10]1[CH2:15][CH2:14][N:13]([C@H:16]2[CH2:21][CH2:20][C@@H:19]([O:22][CH2:23][CH2:24][CH3:25])[CH2:18][CH2:17]2)[CH2:12][CH2:11]1.C(N(C(C)C)CC)(C)C.Cl[C:36](Cl)([O:38]C(=O)OC(Cl)(Cl)Cl)Cl.O. Product: [CH3:8][C:5]1[CH:6]=[CH:7][C:2]2[NH:1][C:36](=[O:38])[N:9]([CH:10]3[CH2:11][CH2:12][N:13]([C@H:16]4[CH2:21][CH2:20][C@@H:19]([O:22][CH2:23][CH2:24][CH3:25])[CH2:18][CH2:17]4)[CH2:14][CH2:15]3)[C:3]=2[CH:4]=1. The catalyst class is: 4. (5) Reactant: C[N:2](C)/[C:3](/[CH3:14])=[CH:4]/[C:5]([C:7]1[CH:12]=[CH:11][C:10]([CH3:13])=[CH:9][CH:8]=1)=O.[NH:16]([C:18]1[CH:19]=[C:20]([CH:23]=[CH:24][N:25]=1)[C:21]#[N:22])N.CC(O)=O. Product: [CH3:14][C:3]1[CH:4]=[C:5]([C:7]2[CH:12]=[CH:11][C:10]([CH3:13])=[CH:9][CH:8]=2)[N:16]([C:18]2[CH:19]=[C:20]([C:21]#[N:22])[CH:23]=[CH:24][N:25]=2)[N:2]=1. The catalyst class is: 14. (6) Reactant: [BH4-].[Na+].C([O:5][C:6](=O)[CH2:7][N:8]1[CH:12]=[C:11]([C:13]2[CH:18]=[CH:17][CH:16]=[C:15]([Br:19])[N:14]=2)[N:10]=[N:9]1)C. Product: [Br:19][C:15]1[N:14]=[C:13]([C:11]2[N:10]=[N:9][N:8]([CH2:7][CH2:6][OH:5])[CH:12]=2)[CH:18]=[CH:17][CH:16]=1. The catalyst class is: 24. (7) Reactant: [NH2:1][C:2]1[C:10]([F:11])=[CH:9][CH:8]=[CH:7][C:3]=1[C:4]([OH:6])=[O:5].[F:12][C:13]([F:24])([F:23])[C:14](O[C:14](=[O:15])[C:13]([F:24])([F:23])[F:12])=[O:15].[OH-].[Na+]. Product: [F:11][C:10]1[C:2]([NH:1][C:14](=[O:15])[C:13]([F:24])([F:23])[F:12])=[C:3]([CH:7]=[CH:8][CH:9]=1)[C:4]([OH:6])=[O:5]. The catalyst class is: 7. (8) Reactant: CC1C=CC(S([O:11][CH2:12][CH2:13][C:14]2[C:22]3[C:17](=[N:18][CH:19]=[CH:20][C:21]=3[O:23][C:24]3[CH:29]=[CH:28][C:27]([NH:30][C:31](=[O:33])[CH3:32])=[CH:26][C:25]=3[F:34])[N:16](S(C3C=CC(C)=CC=3)(=O)=O)[CH:15]=2)(=O)=O)=CC=1.[CH3:45][O-].[Na+]. Product: [F:34][C:25]1[CH:26]=[C:27]([NH:30][C:31](=[O:33])[CH3:32])[CH:28]=[CH:29][C:24]=1[O:23][C:21]1[CH:20]=[CH:19][N:18]=[C:17]2[NH:16][CH:15]=[C:14]([CH2:13][CH2:12][O:11][CH3:45])[C:22]=12. The catalyst class is: 5. (9) Reactant: N(C(OC(C)(C)C)=O)=NC(OC(C)(C)C)=O.C1(P(C2C=CC=CC=2)C2C=CC=CC=2)C=CC=CC=1.[OH:36][C:37]1[C:38](=[O:55])[C:39]([C:44]2[N:48]([C:49]3[CH:54]=[CH:53][CH:52]=[CH:51][CH:50]=3)[N:47]=[CH:46][CH:45]=2)=[N:40][N:41]([CH3:43])[CH:42]=1.[CH3:56][N:57]1[C:61]2[CH:62]=[CH:63][CH:64]=[CH:65][C:60]=2[N:59]=[C:58]1[CH2:66][CH2:67][CH2:68]O. Product: [CH3:43][N:41]1[CH:42]=[C:37]([O:36][CH2:68][CH2:67][CH2:66][C:58]2[N:57]([CH3:56])[C:61]3[CH:62]=[CH:63][CH:64]=[CH:65][C:60]=3[N:59]=2)[C:38](=[O:55])[C:39]([C:44]2[N:48]([C:49]3[CH:54]=[CH:53][CH:52]=[CH:51][CH:50]=3)[N:47]=[CH:46][CH:45]=2)=[N:40]1. The catalyst class is: 11.